Dataset: Reaction yield outcomes from USPTO patents with 853,638 reactions. Task: Predict the reaction yield, written as a fraction of the theoretical maximum amount of product (1.0 means a 100% yield; for example, 0.34 means a 34% yield). (1) The reactants are C([O:3][C:4]([C:6]1[C:10]([C:11]2[CH:16]=[CH:15][C:14]([F:17])=[CH:13][CH:12]=2)=[C:9]([CH:18]=[O:19])[NH:8][C:7]=1[CH2:20][CH2:21][NH2:22])=O)C.O.[OH-].[Li+].O. The catalyst is C(O)C. The product is [F:17][C:14]1[CH:15]=[CH:16][C:11]([C:10]2[C:6]3[C:4](=[O:3])[NH:22][CH2:21][CH2:20][C:7]=3[NH:8][C:9]=2[CH:18]=[O:19])=[CH:12][CH:13]=1. The yield is 0.263. (2) The catalyst is O1CCOCC1. The reactants are [CH3:1][C:2]1[CH:10]=[C:9]([N+:11]([O-:13])=[O:12])[CH:8]=[C:7]2[C:3]=1[CH:4]=[N:5][NH:6]2.[OH-].[Na+].[I:16]I.Cl. The product is [I:16][C:4]1[C:3]2[C:7](=[CH:8][C:9]([N+:11]([O-:13])=[O:12])=[CH:10][C:2]=2[CH3:1])[NH:6][N:5]=1. The yield is 0.900.